This data is from Full USPTO retrosynthesis dataset with 1.9M reactions from patents (1976-2016). The task is: Predict the reactants needed to synthesize the given product. (1) Given the product [CH3:18][O:17][C:4]1[CH:3]=[C:2]([C:23]2[CH:24]=[CH:25][C:20]([Cl:19])=[CH:21][CH:22]=2)[N:7]=[C:6]([N:8]2[CH:12]=[CH:11][C:10]([C:13]([F:16])([F:15])[F:14])=[N:9]2)[N:5]=1, predict the reactants needed to synthesize it. The reactants are: Cl[C:2]1[N:7]=[C:6]([N:8]2[CH:12]=[CH:11][C:10]([C:13]([F:16])([F:15])[F:14])=[N:9]2)[N:5]=[C:4]([O:17][CH3:18])[CH:3]=1.[Cl:19][C:20]1[CH:25]=[CH:24][C:23](B(O)O)=[CH:22][CH:21]=1.COC1C=C(C2C=CC=CC=2)N=C(N2C=CC(C(F)(F)F)=N2)N=1. (2) Given the product [Br:1][C:2]1[CH:7]=[C:6]([N+:8]([O-:10])=[O:9])[CH:5]=[CH:4][C:3]=1[C:11]1[O:12][C:13]2[C:18]([C:19](=[O:21])[CH:20]=1)=[C:17]([OH:22])[CH:16]=[C:15]([OH:24])[C:14]=2[C@@H:26]1[CH2:30][CH2:29][N:28]([CH3:31])[C@H:27]1[CH2:32][OH:33], predict the reactants needed to synthesize it. The reactants are: [Br:1][C:2]1[CH:7]=[C:6]([N+:8]([O-:10])=[O:9])[CH:5]=[CH:4][C:3]=1[C:11]1[O:12][C:13]2[C:18]([C:19](=[O:21])[CH:20]=1)=[C:17]([O:22]C)[CH:16]=[C:15]([O:24]C)[C:14]=2[C@@H:26]1[CH2:30][CH2:29][N:28]([CH3:31])[C@H:27]1[CH2:32][OH:33].Cl.N1C=CC=CC=1.